This data is from NCI-60 drug combinations with 297,098 pairs across 59 cell lines. The task is: Regression. Given two drug SMILES strings and cell line genomic features, predict the synergy score measuring deviation from expected non-interaction effect. (1) Drug 1: C(CC(=O)O)C(=O)CN.Cl. Drug 2: CC1=C(C(=O)C2=C(C1=O)N3CC4C(C3(C2COC(=O)N)OC)N4)N. Cell line: HOP-92. Synergy scores: CSS=10.9, Synergy_ZIP=-7.50, Synergy_Bliss=-2.38, Synergy_Loewe=-5.13, Synergy_HSA=-1.13. (2) Drug 1: CS(=O)(=O)OCCCCOS(=O)(=O)C. Drug 2: CC1=C(C(=O)C2=C(C1=O)N3CC4C(C3(C2COC(=O)N)OC)N4)N. Cell line: SK-OV-3. Synergy scores: CSS=19.2, Synergy_ZIP=-6.39, Synergy_Bliss=1.39, Synergy_Loewe=-26.8, Synergy_HSA=-0.398. (3) Drug 1: C(=O)(N)NO. Drug 2: C1CN(P(=O)(OC1)NCCCl)CCCl. Cell line: SK-OV-3. Synergy scores: CSS=-1.04, Synergy_ZIP=1.34, Synergy_Bliss=0.611, Synergy_Loewe=0.974, Synergy_HSA=-1.91. (4) Drug 1: CC(C)CN1C=NC2=C1C3=CC=CC=C3N=C2N. Drug 2: CC1CCCC2(C(O2)CC(NC(=O)CC(C(C(=O)C(C1O)C)(C)C)O)C(=CC3=CSC(=N3)C)C)C. Cell line: NCI/ADR-RES. Synergy scores: CSS=6.95, Synergy_ZIP=-1.33, Synergy_Bliss=2.83, Synergy_Loewe=4.40, Synergy_HSA=3.50. (5) Drug 1: C1=CC(=CC=C1CC(C(=O)O)N)N(CCCl)CCCl.Cl. Drug 2: C1C(C(OC1N2C=NC(=NC2=O)N)CO)O. Cell line: EKVX. Synergy scores: CSS=0.754, Synergy_ZIP=0.620, Synergy_Bliss=2.24, Synergy_Loewe=0.752, Synergy_HSA=-0.151.